Dataset: Reaction yield outcomes from USPTO patents with 853,638 reactions. Task: Predict the reaction yield, written as a fraction of the theoretical maximum amount of product (1.0 means a 100% yield; for example, 0.34 means a 34% yield). (1) The reactants are Br[C:2]1[CH:3]=[CH:4][C:5]([F:13])=[C:6]([CH:12]=1)[C:7]([O:9][CH2:10][CH3:11])=[O:8].[F:14][C:15]1[CH:37]=[CH:36][C:18]([CH2:19][O:20][C:21]2[CH:26]=[CH:25][C:24]([Cl:27])=[CH:23][C:22]=2[C:28]2[CH2:32][CH2:31][CH2:30][C:29]=2B(O)O)=[CH:17][CH:16]=1. No catalyst specified. The product is [CH2:10]([O:9][C:7](=[O:8])[C:6]1[CH:12]=[C:2]([C:29]2[CH2:30][CH2:31][CH2:32][C:28]=2[C:22]2[CH:23]=[C:24]([Cl:27])[CH:25]=[CH:26][C:21]=2[O:20][CH2:19][C:18]2[CH:17]=[CH:16][C:15]([F:14])=[CH:37][CH:36]=2)[CH:3]=[CH:4][C:5]=1[F:13])[CH3:11]. The yield is 0.230. (2) The product is [Br:1][C:2]1[CH:7]=[CH:6][C:5]([CH:8]([C:21]2[CH:22]=[CH:23][C:18]([Cl:17])=[CH:19][CH:20]=2)[CH2:9][CH2:10][N:11]2[CH:15]=[CH:14][N:13]=[CH:12]2)=[CH:4][CH:3]=1. The reactants are [Br:1][C:2]1[CH:7]=[CH:6][C:5]([CH:8](O)[CH2:9][CH2:10][N:11]2[CH:15]=[CH:14][N:13]=[CH:12]2)=[CH:4][CH:3]=1.[Cl:17][C:18]1[CH:23]=[CH:22][CH:21]=[CH:20][CH:19]=1. No catalyst specified. The yield is 0.670. (3) The reactants are [C:1]([O:5][C:6](=[O:26])[CH2:7][CH2:8][N:9]([C:15]1[CH:20]=[CH:19][C:18]([C:21]([F:24])([F:23])[F:22])=[C:17]([Cl:25])[CH:16]=1)[CH2:10][C:11](OC)=[O:12])([CH3:4])([CH3:3])[CH3:2].[Li+].[BH4-]. The catalyst is CO. The product is [C:1]([O:5][C:6](=[O:26])[CH2:7][CH2:8][N:9]([C:15]1[CH:20]=[CH:19][C:18]([C:21]([F:23])([F:24])[F:22])=[C:17]([Cl:25])[CH:16]=1)[CH2:10][CH2:11][OH:12])([CH3:4])([CH3:2])[CH3:3]. The yield is 0.840. (4) The reactants are [C:1]1([CH2:11][C:12](O)=[O:13])[CH:6]=[CH:5][CH:4]=[CH:3][C:2]=1[CH2:7][C:8](O)=[O:9].[H-].[H-].[H-].[H-].[Li+].[Al+3].O.[OH-].[Na+]. The catalyst is C1COCC1. The product is [C:2]1([CH2:7][CH2:8][OH:9])[CH:3]=[CH:4][CH:5]=[CH:6][C:1]=1[CH2:11][CH2:12][OH:13]. The yield is 0.940. (5) The catalyst is O. The product is [CH3:1][O:2][C:3](=[O:15])[CH2:4][CH2:5][C:6]1[CH:11]=[CH:10][C:9]([F:12])=[CH:8][C:7]=1[S:23]([CH3:29])(=[O:26])=[O:22]. The yield is 0.980. The reactants are [CH3:1][O:2][C:3](=[O:15])[CH2:4][CH2:5][C:6]1[CH:11]=[CH:10][C:9]([F:12])=[CH:8][C:7]=1SC.[O-][Mn](=O)(=O)=O.[K+].[O-:22][S:23]([O-:26])(=S)=O.[Na+].[Na+].[C:29](O)(=O)C. (6) The reactants are [N+:1]([C:4]1[CH:9]=[CH:8][C:7]([N:10]2[CH2:15][CH2:14][NH:13][CH2:12][CH2:11]2)=[CH:6][CH:5]=1)([O-:3])=[O:2].C(N(C(C)C)C(C)C)C.[C:25](O[C:25]([O:27][C:28]([CH3:31])([CH3:30])[CH3:29])=[O:26])([O:27][C:28]([CH3:31])([CH3:30])[CH3:29])=[O:26]. The catalyst is ClCCl. The product is [C:28]([O:27][C:25]([N:13]1[CH2:14][CH2:15][N:10]([C:7]2[CH:6]=[CH:5][C:4]([N+:1]([O-:3])=[O:2])=[CH:9][CH:8]=2)[CH2:11][CH2:12]1)=[O:26])([CH3:31])([CH3:30])[CH3:29]. The yield is 0.775. (7) The reactants are [CH:1]([N:14]1[C:22]2[C:17](=[CH:18][CH:19]=[C:20]([Cl:23])[CH:21]=2)[CH:16]=[C:15]1[CH2:24][CH2:25][NH:26][S:27]([CH2:30][C:31]1[CH:36]=[CH:35][CH:34]=[CH:33][CH:32]=1)(=[O:29])=[O:28])([C:8]1[CH:13]=[CH:12][CH:11]=[CH:10][CH:9]=1)[C:2]1[CH:7]=[CH:6][CH:5]=[CH:4][CH:3]=1.[CH3:37][O:38][C:39](=[O:50])[C:40]1[CH:45]=[CH:44][C:43]([O:46][CH2:47][CH:48]=O)=[CH:42][CH:41]=1.C([SiH](CC)CC)C.C(O)(C(F)(F)F)=O. The catalyst is C(Cl)Cl. The product is [CH3:37][O:38][C:39](=[O:50])[C:40]1[CH:45]=[CH:44][C:43]([O:46][CH2:47][CH2:48][C:16]2[C:17]3[C:22](=[CH:21][C:20]([Cl:23])=[CH:19][CH:18]=3)[N:14]([CH:1]([C:2]3[CH:7]=[CH:6][CH:5]=[CH:4][CH:3]=3)[C:8]3[CH:9]=[CH:10][CH:11]=[CH:12][CH:13]=3)[C:15]=2[CH2:24][CH2:25][NH:26][S:27]([CH2:30][C:31]2[CH:36]=[CH:35][CH:34]=[CH:33][CH:32]=2)(=[O:29])=[O:28])=[CH:42][CH:41]=1. The yield is 0.350. (8) The reactants are [CH3:1][C:2]([OH:7])([CH2:4][CH:5]=[CH2:6])[CH3:3].C(N(CC)CC)C.Cl[P:16]([C:23]1[CH:28]=[CH:27][CH:26]=[CH:25][CH:24]=1)[C:17]1[CH:22]=[CH:21][CH:20]=[CH:19][CH:18]=1. The catalyst is C1COCC1.CN(C)C1C=CN=CC=1. The product is [CH3:1][C:2]([O:7][P:16]([C:23]1[CH:24]=[CH:25][CH:26]=[CH:27][CH:28]=1)[C:17]1[CH:22]=[CH:21][CH:20]=[CH:19][CH:18]=1)([CH2:4][CH:5]=[CH2:6])[CH3:3]. The yield is 0.560. (9) The reactants are [CH3:1][C:2]([N:6]([CH3:11])[CH:7]1[CH2:10][O:9][CH2:8]1)([CH3:5])[CH:3]=O.N1CCCC1.[Si](Cl)(C)(C)C.[NH2:22][C:23]1[N:28]=[CH:27][N:26]=[C:25]2[N:29]([CH2:46][C@@H:47]3[CH2:51][CH2:50][CH2:49][N:48]3[C:52](=[O:56])[CH2:53][C:54]#[N:55])[N:30]=[C:31]([C:32]3[CH:37]=[CH:36][C:35]([O:38][C:39]4[CH:44]=[CH:43][CH:42]=[CH:41][CH:40]=4)=[CH:34][C:33]=3[F:45])[C:24]=12. The catalyst is C(Cl)Cl.CCOC(C)=O. The product is [NH2:22][C:23]1[N:28]=[CH:27][N:26]=[C:25]2[N:29]([CH2:46][C@@H:47]3[CH2:51][CH2:50][CH2:49][N:48]3[C:52]([C:53](=[CH:3][C:2]([CH3:1])([N:6]([CH3:11])[CH:7]3[CH2:10][O:9][CH2:8]3)[CH3:5])[C:54]#[N:55])=[O:56])[N:30]=[C:31]([C:32]3[CH:37]=[CH:36][C:35]([O:38][C:39]4[CH:40]=[CH:41][CH:42]=[CH:43][CH:44]=4)=[CH:34][C:33]=3[F:45])[C:24]=12. The yield is 0.795.